Dataset: Forward reaction prediction with 1.9M reactions from USPTO patents (1976-2016). Task: Predict the product of the given reaction. Given the reactants [CH3:1][C:2]1[N:6]([CH2:7][CH2:8][C:9]2[CH:14]=[CH:13][CH:12]=[CH:11][CH:10]=2)[N:5]=[C:4]([C:15]([O:17]CC)=[O:16])[CH:3]=1.[OH-].[Na+], predict the reaction product. The product is: [CH3:1][C:2]1[N:6]([CH2:7][CH2:8][C:9]2[CH:10]=[CH:11][CH:12]=[CH:13][CH:14]=2)[N:5]=[C:4]([C:15]([OH:17])=[O:16])[CH:3]=1.